From a dataset of Forward reaction prediction with 1.9M reactions from USPTO patents (1976-2016). Predict the product of the given reaction. (1) Given the reactants [N+:1]([C:4]1[CH:5]=[C:6]([S:15]([NH2:18])(=[O:17])=[O:16])[CH:7]=[CH:8][C:9]=1[O:10][C:11]([F:14])([F:13])[F:12])([O-])=O.C(OC1C=CC(C(N)=O)=CC=1[N+]([O-])=O)(C)C.C(OC1C=CC(C(N)=O)=CC=1N=C=S)(C)C, predict the reaction product. The product is: [NH2:1][C:4]1[CH:5]=[C:6]([S:15]([NH2:18])(=[O:17])=[O:16])[CH:7]=[CH:8][C:9]=1[O:10][C:11]([F:13])([F:12])[F:14]. (2) The product is: [Br:1][C:2]1[CH:3]=[C:4]([F:12])[C:5]([CH2:6][OH:7])=[C:9]([F:11])[CH:10]=1. Given the reactants [Br:1][C:2]1[CH:10]=[C:9]([F:11])[C:5]([C:6](O)=[O:7])=[C:4]([F:12])[CH:3]=1.CSC, predict the reaction product. (3) Given the reactants C([O:3][C:4](=[O:32])[CH2:5][S:6][C:7]1[S:11][C:10]([NH:12][C:13]([N:15]([C:22]2[CH:27]=[CH:26][C:25]([O:28][CH:29]([CH3:31])[CH3:30])=[CH:24][CH:23]=2)[CH2:16][CH:17]2[CH2:21][CH2:20][CH2:19][CH2:18]2)=[O:14])=[N:9][CH:8]=1)C.C1(CN(C2C=CC(S(C)(=O)=O)=CC=2)C(=O)NC2SC=C(CC(O)=O)N=2)CCCC1.C1(CNC2C=CC(OC(C)C)=CC=2)CCCC1.C(OC(=O)CSC1SC(N)=NC=1)C, predict the reaction product. The product is: [CH:17]1([CH2:16][N:15]([C:22]2[CH:23]=[CH:24][C:25]([O:28][CH:29]([CH3:31])[CH3:30])=[CH:26][CH:27]=2)[C:13](=[O:14])[NH:12][C:10]2[S:11][C:7]([S:6][CH2:5][C:4]([OH:32])=[O:3])=[CH:8][N:9]=2)[CH2:21][CH2:20][CH2:19][CH2:18]1. (4) Given the reactants [OH:1][C@@H:2]1[CH2:19][C@@:17]2([CH3:18])[C@@H:13]([CH:14]=[CH:15][C:16]2=[O:20])[C@H:12]2[C@H:3]1[C@:4]1([CH3:22])[CH:9]([CH2:10][CH2:11]2)[CH2:8][C:7](=[O:21])[CH2:6][CH2:5]1.[C:23]1(C)C=CC=C[CH:24]=1.C(OCC)(OCC)OCC, predict the reaction product. The product is: [CH2:23]([O:21][C:7]1[CH2:6][CH2:5][C@@:4]2([CH3:22])[C:9](=[CH:10][CH2:11][C@@H:12]3[C@@H:3]2[C@H:2]([OH:1])[CH2:19][C@@:17]2([CH3:18])[C@H:13]3[CH2:14][CH2:15][C:16]2=[O:20])[CH:8]=1)[CH3:24].